This data is from Reaction yield outcomes from USPTO patents with 853,638 reactions. The task is: Predict the reaction yield, written as a fraction of the theoretical maximum amount of product (1.0 means a 100% yield; for example, 0.34 means a 34% yield). (1) The reactants are [O:1]1[CH2:6][CH2:5][N:4]([CH2:7][CH:8]2[S:12][C:11]([C:13]3[NH:14][C:15]4[C:20]([CH:21]=3)=[CH:19][CH:18]=[CH:17][C:16]=4[N:22]([S:27]([C:30]3[S:31][CH:32]=[CH:33][CH:34]=3)(=[O:29])=[O:28])CC(O)=O)=[N:10][CH2:9]2)[CH2:3][CH2:2]1.Cl.C[N:37](C)[CH2:38][CH2:39]CN=C=NCC.C(=O)([O-])[OH:48].[Na+]. The catalyst is CN(C)C=O. The product is [O:1]1[CH2:6][CH2:5][N:4]([CH2:7][CH:8]2[S:12][C:11]([C:13]3[NH:14][C:15]4[C:20]([CH:21]=3)=[CH:19][CH:18]=[CH:17][C:16]=4[N:22]([S:27]([C:30]3[S:31][CH:32]=[CH:33][CH:34]=3)(=[O:28])=[O:29])[C:39](=[O:48])[CH2:38][NH2:37])=[N:10][CH2:9]2)[CH2:3][CH2:2]1. The yield is 0.710. (2) The reactants are [NH2:1][C:2]1[CH:7]=[CH:6][C:5]([O:8][C:9]([F:12])([F:11])[F:10])=[CH:4][C:3]=1[C:13]([C:15]1[CH:20]=[CH:19][C:18]([Cl:21])=[CH:17][CH:16]=1)=O.[C:22]([CH2:25][C:26](=O)[CH3:27])(=[O:24])[CH3:23]. The catalyst is CCCCCCC.C(OCC)(=O)C. The product is [Cl:21][C:18]1[CH:19]=[CH:20][C:15]([C:13]2[C:3]3[C:2](=[CH:7][CH:6]=[C:5]([O:8][C:9]([F:12])([F:11])[F:10])[CH:4]=3)[N:1]=[C:26]([CH3:27])[C:25]=2[C:22](=[O:24])[CH3:23])=[CH:16][CH:17]=1. The yield is 0.610. (3) The reactants are [Cl:1][C:2]1[CH:3]=[N:4][C:5]2[C:10]([C:11]=1[CH2:12][C:13]([O:15][CH3:16])=[O:14])=[N:9][C:8]([O:17][CH3:18])=[CH:7][CH:6]=2.[C:19](=O)([O-])[O-].[K+].[K+].C=O.C(OCC)(=O)C. The catalyst is C1CCCCC1.[Cl-].C([N+](CC)(CC)CC)C1C=CC=CC=1.O. The product is [Cl:1][C:2]1[CH:3]=[N:4][C:5]2[C:10]([C:11]=1[C:12](=[CH2:19])[C:13]([O:15][CH3:16])=[O:14])=[N:9][C:8]([O:17][CH3:18])=[CH:7][CH:6]=2. The yield is 0.890. (4) The reactants are [C:1]([O:4][C@H:5]1[C@H:10]([O:11][C:12](=[O:14])[CH3:13])[C@@H:9]([O:15][C:16](=[O:18])[CH3:17])[CH:8](OC(=N)C(Cl)(Cl)Cl)[O:7][C@@H:6]1[CH2:26][O:27][C:28](=[O:30])[CH3:29])(=[O:3])[CH3:2].[OH:31][C:32]1[C:37]2[C@@:38]3([OH:75])[C@@:51]([O:55][CH3:56])([C@H:52]([OH:54])[CH2:53][C:36]=2[CH:35]=[C:34]([CH3:76])[C:33]=1[C:77]([O:79][CH3:80])=[O:78])[C:50](=[O:57])[C:49]1[C:40](=[CH:41][C:42]2[C:43](=[O:73])[C:44]([NH:60][C@@H:61]4[C@H:66]([O:67][CH3:68])[C@H:65]([OH:69])[C@@H:64]([O:70][CH3:71])[C@H:63]([CH3:72])[O:62]4)=[CH:45][C:46](=[O:59])[C:47]=2[C:48]=1[OH:58])[C:39]3=[O:74]. The catalyst is ClCCl. The product is [C:1]([O:4][C@H:5]1[C@H:10]([O:11][C:12](=[O:14])[CH3:13])[C@@H:9]([O:15][C:16](=[O:18])[CH3:17])[C@@H:8]([O:69][C@H:65]2[C@@H:66]([O:67][CH3:68])[C@@H:61]([NH:60][C:44]3[C:43](=[O:73])[C:42]4[CH:41]=[C:40]5[C:49]([C:50](=[O:57])[C@@:51]6([O:55][CH3:56])[C@@:38]([OH:75])([C:39]5=[O:74])[C:37]5[C:32]([OH:31])=[C:33]([C:77]([O:79][CH3:80])=[O:78])[C:34]([CH3:76])=[CH:35][C:36]=5[CH2:53][C@H:52]6[OH:54])=[C:48]([OH:58])[C:47]=4[C:46](=[O:59])[CH:45]=3)[O:62][C@@H:63]([CH3:72])[C@@H:64]2[O:70][CH3:71])[O:7][C@@H:6]1[CH2:26][O:27][C:28](=[O:30])[CH3:29])(=[O:3])[CH3:2]. The yield is 0.320. (5) The yield is 0.720. The catalyst is C1COCC1.Cl[Pd](Cl)([P](C1C=CC=CC=1)(C1C=CC=CC=1)C1C=CC=CC=1)[P](C1C=CC=CC=1)(C1C=CC=CC=1)C1C=CC=CC=1. The product is [Cl:1][C:2]1[CH:3]=[CH:4][C:5]2[NH:11][C:10]3[CH:12]=[CH:13][CH:14]=[CH:15][C:9]=3[C:8]([C:23]3[CH:24]=[CH:25][C:20]([F:19])=[CH:21][CH:22]=3)=[N:7][C:6]=2[CH:17]=1. The reactants are [Cl:1][C:2]1[CH:3]=[CH:4][C:5]2[NH:11][C:10]3[CH:12]=[CH:13][CH:14]=[CH:15][C:9]=3[C:8](Cl)=[N:7][C:6]=2[CH:17]=1.[Br-].[F:19][C:20]1[CH:25]=[CH:24][C:23]([Zn+])=[CH:22][CH:21]=1.